This data is from Full USPTO retrosynthesis dataset with 1.9M reactions from patents (1976-2016). The task is: Predict the reactants needed to synthesize the given product. (1) Given the product [CH3:18][C@@H:17]1[CH2:16][C:15]2[N:14]=[C:13]([NH:19][C:20]([NH:22][C@@H:23]([C:25]3[CH:30]=[CH:29][CH:28]=[CH:27][CH:26]=3)[CH3:24])=[O:21])[CH:12]=[C:11]3[NH:31][N:32]=[C:9]([C:10]=23)[NH:8]1, predict the reactants needed to synthesize it. The reactants are: COC1C=CC(C[N:8]2[CH:17]([CH3:18])[CH2:16][C:15]3[N:14]=[C:13]([NH:19][C:20]([NH:22][C@@H:23]([C:25]4[CH:30]=[CH:29][CH:28]=[CH:27][CH:26]=4)[CH3:24])=[O:21])[CH:12]=[C:11]4[NH:31][N:32]=[C:9]2[C:10]=34)=CC=1.C([SiH](CC)CC)C. (2) Given the product [N:8]1[C:9]2[C:4](=[CH:3][CH:2]=[CH:11][CH:10]=2)[CH:5]=[CH:6][CH:7]=1, predict the reactants needed to synthesize it. The reactants are: O[C:2]1[CH:3]=[C:4]2[C:9](=[CH:10][CH:11]=1)[N:8]=[CH:7][CH:6]=[CH:5]2.CN(C=O)C.BrCCCCCCCCCCCCCCCCBr.C(Br)CCCCCCCCCCCCCCC. (3) Given the product [ClH:44].[NH2:7][C@H:8]([CH2:33][C:34]1[CH:39]=[C:38]([F:40])[C:37]([F:41])=[CH:36][C:35]=1[F:42])[CH2:9][C:10]([N:12]1[CH2:17][CH2:16][N:15]2[C:18]([C:29]([F:32])([F:31])[F:30])=[N:19][C:20]([C:21]([N:23]3[CH2:27][CH2:26][C@@H:25]([F:28])[CH2:24]3)=[O:22])=[C:14]2[CH2:13]1)=[O:11], predict the reactants needed to synthesize it. The reactants are: C(OC(=O)[NH:7][C@H:8]([CH2:33][C:34]1[CH:39]=[C:38]([F:40])[C:37]([F:41])=[CH:36][C:35]=1[F:42])[CH2:9][C:10]([N:12]1[CH2:17][CH2:16][N:15]2[C:18]([C:29]([F:32])([F:31])[F:30])=[N:19][C:20]([C:21]([N:23]3[CH2:27][CH2:26][C@@H:25]([F:28])[CH2:24]3)=[O:22])=[C:14]2[CH2:13]1)=[O:11])(C)(C)C.[ClH:44]. (4) The reactants are: [NH2:1][C:2]1[C:3]([CH3:33])=[C:4]([C:8]2[C:20]3[C:19]4[C:14](=[CH:15][C:16]([C:21]([N:23]5[CH2:28][CH2:27][N:26]([CH3:29])[CH2:25][CH2:24]5)=[O:22])=[CH:17][CH:18]=4)[NH:13][C:12]=3[C:11]([C:30]([NH2:32])=[O:31])=[CH:10][CH:9]=2)[CH:5]=[CH:6][CH:7]=1.[N:34]([C:37]1[CH:42]=[CH:41][C:40]([CH3:43])=[C:39]([CH3:44])[CH:38]=1)=[C:35]=[O:36]. Given the product [CH3:44][C:39]1[CH:38]=[C:37]([NH:34][C:35](=[O:36])[NH:1][C:2]2[C:3]([CH3:33])=[C:4]([C:8]3[C:20]4[C:19]5[C:14](=[CH:15][C:16]([C:21]([N:23]6[CH2:28][CH2:27][N:26]([CH3:29])[CH2:25][CH2:24]6)=[O:22])=[CH:17][CH:18]=5)[NH:13][C:12]=4[C:11]([C:30]([NH2:32])=[O:31])=[CH:10][CH:9]=3)[CH:5]=[CH:6][CH:7]=2)[CH:42]=[CH:41][C:40]=1[CH3:43], predict the reactants needed to synthesize it. (5) Given the product [Br:8][C:7]1[C:2]([CH:15]([C:9]2[CH:14]=[CH:13][CH:12]=[CH:11][CH:10]=2)[C:16]#[N:17])=[N:3][CH:4]=[CH:5][CH:6]=1, predict the reactants needed to synthesize it. The reactants are: Br[C:2]1[C:7]([Br:8])=[CH:6][CH:5]=[CH:4][N:3]=1.[C:9]1([CH2:15][C:16]#[N:17])[CH:14]=[CH:13][CH:12]=[CH:11][CH:10]=1.CC(C)([O-])C.[K+].CCOC(C)=O.